This data is from Full USPTO retrosynthesis dataset with 1.9M reactions from patents (1976-2016). The task is: Predict the reactants needed to synthesize the given product. (1) Given the product [Cl:2][C:3]1[CH:4]=[CH:5][C:6]([CH:9]([NH2:15])[CH2:10][CH2:11][N:12]([CH3:14])[CH3:13])=[CH:7][CH:8]=1, predict the reactants needed to synthesize it. The reactants are: Cl.[Cl:2][C:3]1[CH:8]=[CH:7][C:6]([CH:9]([NH:15]C(=O)OC(C)(C)C)[CH2:10][CH2:11][N:12]([CH3:14])[CH3:13])=[CH:5][CH:4]=1. (2) The reactants are: F[C:2]1[C:3]([N+:8]([O-:10])=[O:9])=[N:4][CH:5]=[CH:6][CH:7]=1.[CH3:11][C:12]1([NH:18][C:19](=[O:25])[O:20][C:21]([CH3:24])([CH3:23])[CH3:22])[CH2:17][CH2:16][NH:15][CH2:14][CH2:13]1.C(N(CC)CC)C. Given the product [CH3:11][C:12]1([NH:18][C:19](=[O:25])[O:20][C:21]([CH3:24])([CH3:23])[CH3:22])[CH2:13][CH2:14][N:15]([C:2]2[C:3]([N+:8]([O-:10])=[O:9])=[N:4][CH:5]=[CH:6][CH:7]=2)[CH2:16][CH2:17]1, predict the reactants needed to synthesize it. (3) Given the product [CH3:1][C:2]1[CH:3]=[CH:4][C:5]([CH2:6][CH:7]2[CH2:16][CH2:15][C:14]3[C:9](=[CH:10][CH:11]=[CH:12][CH:13]=3)[CH:8]2[OH:17])=[CH:18][CH:19]=1, predict the reactants needed to synthesize it. The reactants are: [CH3:1][C:2]1[CH:19]=[CH:18][C:5]([CH2:6][CH:7]2[CH2:16][CH2:15][C:14]3[C:9](=[CH:10][CH:11]=[CH:12][CH:13]=3)[C:8]2=[O:17])=[CH:4][CH:3]=1.CO.[Cl-].[Cl-].[Cl-].[Ce+3].[BH4-]. (4) Given the product [C:25]([N:23]([CH3:24])[C:21]([C:4]1[N:3]=[C:2]([C:30]2[S:29][CH:33]=[CH:32][CH:31]=2)[N:6]2[C:5]=1[CH2:10][O:9][C:8]1[CH:11]=[C:12]([O:19][CH3:20])[C:13]([O:15][CH:16]([CH3:18])[CH3:17])=[CH:14][C:7]2=1)=[O:22])([CH3:28])([CH3:27])[CH3:26], predict the reactants needed to synthesize it. The reactants are: Br[C:2]1[N:6]2[C:7]3[CH:14]=[C:13]([O:15][CH:16]([CH3:18])[CH3:17])[C:12]([O:19][CH3:20])=[CH:11][C:8]=3[O:9][CH2:10][C:5]2=[C:4]([C:21]([N:23]([C:25]([CH3:28])([CH3:27])[CH3:26])[CH3:24])=[O:22])[N:3]=1.[S:29]1[CH:33]=[CH:32][CH:31]=[C:30]1B(O)O.C([O-])([O-])=O.[K+].[K+].O. (5) Given the product [OH:9][C:5]1[C:6]([CH3:8])=[CH:7][C:2]([C:17]2[CH:16]=[CH:15][CH:14]=[C:13]([CH:11]=[O:12])[CH:18]=2)=[CH:3][C:4]=1[CH3:10], predict the reactants needed to synthesize it. The reactants are: Br[C:2]1[CH:7]=[C:6]([CH3:8])[C:5]([OH:9])=[C:4]([CH3:10])[CH:3]=1.[CH:11]([C:13]1[CH:14]=[C:15](B(O)O)[CH:16]=[CH:17][CH:18]=1)=[O:12].C(=O)([O-])[O-].[Na+].[Na+]. (6) Given the product [CH3:1][O:13][C:12](=[O:14])[C:11]1[CH:15]=[CH:16][C:8]([Br:7])=[N:9][C:10]=1[O:17][CH3:18], predict the reactants needed to synthesize it. The reactants are: [C:1](=O)([O-])[O-].[K+].[K+].[Br:7][C:8]1[CH:16]=[CH:15][C:11]([C:12]([OH:14])=[O:13])=[C:10]([O:17][CH3:18])[N:9]=1.CI. (7) Given the product [CH2:6]([O:13][C:14]1[CH:23]=[C:22]2[C:17]([C:18]([O:24][C:25]3[C:26]([C:40]4[S:41][CH:42]=[CH:43][N:44]=4)=[N:27][C:28]([CH3:31])=[CH:29][CH:30]=3)=[CH:19][CH:20]=[N:21]2)=[CH:16][C:15]=1[O:33][CH3:34])[C:7]1[CH:12]=[CH:11][CH:10]=[CH:9][CH:8]=1, predict the reactants needed to synthesize it. The reactants are: CN(C)C=O.[CH2:6]([O:13][C:14]1[CH:23]=[C:22]2[C:17]([C:18]([O:24][C:25]3[C:26](I)=[N:27][C:28]([CH3:31])=[CH:29][CH:30]=3)=[CH:19][CH:20]=[N:21]2)=[CH:16][C:15]=1[O:33][CH3:34])[C:7]1[CH:12]=[CH:11][CH:10]=[CH:9][CH:8]=1.C([Sn](CCCC)(CCCC)[C:40]1[S:41][CH:42]=[CH:43][N:44]=1)CCC.